From a dataset of NCI-60 drug combinations with 297,098 pairs across 59 cell lines. Regression. Given two drug SMILES strings and cell line genomic features, predict the synergy score measuring deviation from expected non-interaction effect. (1) Drug 1: C1=CC(=C2C(=C1NCCNCCO)C(=O)C3=C(C=CC(=C3C2=O)O)O)NCCNCCO. Drug 2: C1=C(C(=O)NC(=O)N1)N(CCCl)CCCl. Cell line: UACC62. Synergy scores: CSS=46.8, Synergy_ZIP=-4.10, Synergy_Bliss=-1.10, Synergy_Loewe=2.37, Synergy_HSA=3.94. (2) Drug 1: C1=CC(=C2C(=C1NCCNCCO)C(=O)C3=C(C=CC(=C3C2=O)O)O)NCCNCCO. Drug 2: CNC(=O)C1=NC=CC(=C1)OC2=CC=C(C=C2)NC(=O)NC3=CC(=C(C=C3)Cl)C(F)(F)F. Cell line: SN12C. Synergy scores: CSS=59.0, Synergy_ZIP=4.50, Synergy_Bliss=5.07, Synergy_Loewe=1.04, Synergy_HSA=7.48. (3) Drug 2: CC12CCC3C(C1CCC2OP(=O)(O)O)CCC4=C3C=CC(=C4)OC(=O)N(CCCl)CCCl.[Na+]. Synergy scores: CSS=11.0, Synergy_ZIP=9.98, Synergy_Bliss=15.3, Synergy_Loewe=6.72, Synergy_HSA=11.8. Drug 1: CC1=C2C(C(=O)C3(C(CC4C(C3C(C(C2(C)C)(CC1OC(=O)C(C(C5=CC=CC=C5)NC(=O)OC(C)(C)C)O)O)OC(=O)C6=CC=CC=C6)(CO4)OC(=O)C)O)C)O. Cell line: HOP-92. (4) Drug 1: CCC(=C(C1=CC=CC=C1)C2=CC=C(C=C2)OCCN(C)C)C3=CC=CC=C3.C(C(=O)O)C(CC(=O)O)(C(=O)O)O. Drug 2: CC1=C(C(=O)C2=C(C1=O)N3CC4C(C3(C2COC(=O)N)OC)N4)N. Cell line: HS 578T. Synergy scores: CSS=12.9, Synergy_ZIP=-2.42, Synergy_Bliss=2.16, Synergy_Loewe=-12.4, Synergy_HSA=-1.55. (5) Drug 1: CCC1(CC2CC(C3=C(CCN(C2)C1)C4=CC=CC=C4N3)(C5=C(C=C6C(=C5)C78CCN9C7C(C=CC9)(C(C(C8N6C)(C(=O)OC)O)OC(=O)C)CC)OC)C(=O)OC)O.OS(=O)(=O)O. Drug 2: CN(CCCl)CCCl.Cl. Cell line: T-47D. Synergy scores: CSS=14.3, Synergy_ZIP=-8.19, Synergy_Bliss=1.45, Synergy_Loewe=2.44, Synergy_HSA=1.51. (6) Drug 1: CCC1(C2=C(COC1=O)C(=O)N3CC4=CC5=C(C=CC(=C5CN(C)C)O)N=C4C3=C2)O.Cl. Drug 2: C(CCl)NC(=O)N(CCCl)N=O. Cell line: SNB-75. Synergy scores: CSS=23.9, Synergy_ZIP=-5.45, Synergy_Bliss=2.67, Synergy_Loewe=-16.2, Synergy_HSA=0.0506. (7) Drug 1: C1CCC(C1)C(CC#N)N2C=C(C=N2)C3=C4C=CNC4=NC=N3. Drug 2: CC1C(C(CC(O1)OC2CC(CC3=C2C(=C4C(=C3O)C(=O)C5=CC=CC=C5C4=O)O)(C(=O)C)O)N)O. Cell line: SF-295. Synergy scores: CSS=40.3, Synergy_ZIP=0.723, Synergy_Bliss=0.538, Synergy_Loewe=-18.3, Synergy_HSA=1.35. (8) Drug 1: C1CC(C1)(C(=O)O)C(=O)O.[NH2-].[NH2-].[Pt+2]. Drug 2: CC1C(C(CC(O1)OC2CC(CC3=C2C(=C4C(=C3O)C(=O)C5=C(C4=O)C(=CC=C5)OC)O)(C(=O)CO)O)N)O.Cl. Cell line: UACC-257. Synergy scores: CSS=34.7, Synergy_ZIP=-2.45, Synergy_Bliss=-1.58, Synergy_Loewe=-6.38, Synergy_HSA=0.986. (9) Drug 1: CCCCC(=O)OCC(=O)C1(CC(C2=C(C1)C(=C3C(=C2O)C(=O)C4=C(C3=O)C=CC=C4OC)O)OC5CC(C(C(O5)C)O)NC(=O)C(F)(F)F)O. Drug 2: C(CN)CNCCSP(=O)(O)O. Cell line: UO-31. Synergy scores: CSS=37.0, Synergy_ZIP=-6.99, Synergy_Bliss=-11.5, Synergy_Loewe=-12.8, Synergy_HSA=-10.7.